From a dataset of Full USPTO retrosynthesis dataset with 1.9M reactions from patents (1976-2016). Predict the reactants needed to synthesize the given product. (1) Given the product [C:18]([C:8]1[CH:7]=[C:11]([CH:12]=[CH:27][C:26]=1[OH:25])[C:10]([NH:21][NH:20][C:18]([C:8]1[O:9][CH:10]=[C:11]([C:12]2[CH:17]=[CH:16][CH:15]=[CH:14][CH:13]=2)[C:7]=1[C:1]1[CH:2]=[CH:3][CH:4]=[CH:5][CH:6]=1)=[O:19])=[O:9])#[N:20], predict the reactants needed to synthesize it. The reactants are: [C:1]1([C:7]2[C:11]([C:12]3[CH:17]=[CH:16][CH:15]=[CH:14][CH:13]=3)=[CH:10][O:9][C:8]=2[C:18]([NH:20][NH2:21])=[O:19])[CH:6]=[CH:5][CH:4]=[CH:3][CH:2]=1.C([O:25][CH2:26][CH3:27])(=O)C. (2) Given the product [CH3:34][C@@H:18]1[C@H:19]([OH:33])[C@@H:20]([CH3:32])[C:21](=[O:22])[C:23]([CH3:31])([CH3:30])[C@@H:24]([OH:29])[CH2:25][C:26](=[O:27])[O:28][C@H:10](/[C:8](/[CH3:9])=[CH:7]/[C:4]2[N:3]=[C:2]([CH2:1][OH:36])[S:6][CH:5]=2)[CH2:11][C@@H:12]2[O:14][C@@H:13]2[CH2:15][CH2:16][CH2:17]1, predict the reactants needed to synthesize it. The reactants are: [CH3:1][C:2]1[S:6][CH:5]=[C:4](/[CH:7]=[C:8](/[C@H:10]2[O:28][C:26](=[O:27])[CH2:25][C@H:24]([OH:29])[C:23]([CH3:31])([CH3:30])[C:21](=[O:22])[C@H:20]([CH3:32])[C@@H:19]([OH:33])[C@@H:18]([CH3:34])[CH2:17][CH2:16][CH2:15][C@H:13]3[O:14][C@H:12]3[CH2:11]2)\[CH3:9])[N:3]=1.C[OH:36]. (3) Given the product [Cl:1][C:2]1[CH:3]=[CH:4][C:5]([CH:8]([CH2:14][CH2:15][O:16][CH3:17])/[C:9](/[F:13])=[CH:10]\[F:11])=[CH:6][CH:7]=1, predict the reactants needed to synthesize it. The reactants are: [Cl:1][C:2]1[CH:7]=[CH:6][C:5]([CH:8]([CH2:14][CH2:15][O:16][CH3:17])[C:9]([F:13])=[C:10](F)[F:11])=[CH:4][CH:3]=1.[H-].COCCO[Al+]OCCOC.[Na+].[H-].Cl. (4) Given the product [Br:27][C:4]1[N:5]([C:17]2[CH:18]=[CH:19][C:20]([C:23]([F:26])([F:25])[F:24])=[N:21][CH:22]=2)[C:6]([C:7]2[C:8]([F:16])=[CH:9][C:10]([O:14][CH3:15])=[CH:11][C:12]=2[F:13])=[C:2]([Cl:1])[N:3]=1, predict the reactants needed to synthesize it. The reactants are: [Cl:1][C:2]1[N:3]=[CH:4][N:5]([C:17]2[CH:18]=[CH:19][C:20]([C:23]([F:26])([F:25])[F:24])=[N:21][CH:22]=2)[C:6]=1[C:7]1[C:12]([F:13])=[CH:11][C:10]([O:14][CH3:15])=[CH:9][C:8]=1[F:16].[Br:27]N1C(=O)CCC1=O. (5) The reactants are: [OH:1][CH:2]1[O:10][C@H:9]([CH2:11][OH:12])[C@@H:7]([OH:8])[C@H:5]([OH:6])[C@H:3]1[NH2:4].[O:13]=[CH:14][C@@H:15]([C@H:17]([C@@H:19]([C@@H:21]([C:23]([OH:25])=[O:24])[OH:22])[OH:20])[OH:18])[OH:16]. Given the product [O:13]=[CH:14][C@@H:15]([C@H:17]([C@@H:19]([C@@H:21]([C:23]([OH:25])=[O:24])[OH:22])[OH:20])[OH:18])[OH:16].[OH:1][CH:2]1[O:10][C@H:9]([CH2:11][OH:12])[C@@H:7]([OH:8])[C@H:5]([OH:6])[C@H:3]1[NH2:4], predict the reactants needed to synthesize it. (6) Given the product [CH2:1]([C:3]([CH3:16])([O:6][C:7]([NH:9][CH2:10][C:11]([OH:13])=[O:12])=[O:8])[CH2:4][CH3:5])[CH3:2], predict the reactants needed to synthesize it. The reactants are: [CH2:1]([C:3]([CH3:16])([O:6][C:7]([NH:9][CH2:10][C:11]([O:13]CC)=[O:12])=[O:8])[CH2:4][CH3:5])[CH3:2].[OH-].[Li+].